From a dataset of Peptide-MHC class I binding affinity with 185,985 pairs from IEDB/IMGT. Regression. Given a peptide amino acid sequence and an MHC pseudo amino acid sequence, predict their binding affinity value. This is MHC class I binding data. (1) The peptide sequence is RSDEYVAYY. The MHC is HLA-A01:01 with pseudo-sequence HLA-A01:01. The binding affinity (normalized) is 1.00. (2) The peptide sequence is GRDNRTII. The MHC is HLA-B27:05 with pseudo-sequence HLA-B27:05. The binding affinity (normalized) is 0.275. (3) The peptide sequence is LAELLEMKY. The MHC is HLA-A31:01 with pseudo-sequence HLA-A31:01. The binding affinity (normalized) is 0. (4) The peptide sequence is VTRPLRTMV. The MHC is HLA-B35:01 with pseudo-sequence HLA-B35:01. The binding affinity (normalized) is 0.0847. (5) The peptide sequence is KINSNFLLK. The MHC is HLA-A11:01 with pseudo-sequence HLA-A11:01. The binding affinity (normalized) is 0.828. (6) The peptide sequence is YQSFLFWFLK. The MHC is HLA-A33:01 with pseudo-sequence HLA-A33:01. The binding affinity (normalized) is 0.234. (7) The peptide sequence is LRLSCAASGF. The MHC is HLA-B27:05 with pseudo-sequence HLA-B27:05. The binding affinity (normalized) is 0.925. (8) The peptide sequence is WTLNRNQPAA. The MHC is Mamu-A02 with pseudo-sequence Mamu-A02. The binding affinity (normalized) is 0.397.